Dataset: CYP1A2 inhibition data for predicting drug metabolism from PubChem BioAssay. Task: Regression/Classification. Given a drug SMILES string, predict its absorption, distribution, metabolism, or excretion properties. Task type varies by dataset: regression for continuous measurements (e.g., permeability, clearance, half-life) or binary classification for categorical outcomes (e.g., BBB penetration, CYP inhibition). Dataset: cyp1a2_veith. (1) The compound is CCNc1ncc2nc(C)c(=O)n(C[C@H]3CCCO3)c2n1. The result is 1 (inhibitor). (2) The drug is Cc1c(C(=O)O)nc(/C=C\C(=O)O)[nH]c1=O. The result is 0 (non-inhibitor). (3) The drug is Cn1c[n+](C)cc1C(O)c1ccccc1.[I-]. The result is 0 (non-inhibitor).